Dataset: Catalyst prediction with 721,799 reactions and 888 catalyst types from USPTO. Task: Predict which catalyst facilitates the given reaction. Reactant: [C:1]([C:3]1[CH:8]=[CH:7][C:6]([N:9]2[CH2:14][CH2:13][NH:12][CH2:11][CH2:10]2)=[CH:5][CH:4]=1)#[N:2].C(N(CC)CC)C.[C:22](O[C:22]([O:24][C:25]([CH3:28])([CH3:27])[CH3:26])=[O:23])([O:24][C:25]([CH3:28])([CH3:27])[CH3:26])=[O:23]. Product: [C:25]([O:24][C:22]([N:12]1[CH2:13][CH2:14][N:9]([C:6]2[CH:5]=[CH:4][C:3]([C:1]#[N:2])=[CH:8][CH:7]=2)[CH2:10][CH2:11]1)=[O:23])([CH3:28])([CH3:27])[CH3:26]. The catalyst class is: 4.